Dataset: NCI-60 drug combinations with 297,098 pairs across 59 cell lines. Task: Regression. Given two drug SMILES strings and cell line genomic features, predict the synergy score measuring deviation from expected non-interaction effect. (1) Drug 1: C1CN1P(=S)(N2CC2)N3CC3. Drug 2: CC1CCCC2(C(O2)CC(NC(=O)CC(C(C(=O)C(C1O)C)(C)C)O)C(=CC3=CSC(=N3)C)C)C. Cell line: SK-OV-3. Synergy scores: CSS=45.2, Synergy_ZIP=1.93, Synergy_Bliss=2.30, Synergy_Loewe=-15.5, Synergy_HSA=1.36. (2) Drug 2: CCC1(CC2CC(C3=C(CCN(C2)C1)C4=CC=CC=C4N3)(C5=C(C=C6C(=C5)C78CCN9C7C(C=CC9)(C(C(C8N6C=O)(C(=O)OC)O)OC(=O)C)CC)OC)C(=O)OC)O.OS(=O)(=O)O. Cell line: OVCAR3. Synergy scores: CSS=30.2, Synergy_ZIP=-3.72, Synergy_Bliss=6.90, Synergy_Loewe=2.91, Synergy_HSA=6.76. Drug 1: CC1C(C(CC(O1)OC2CC(CC3=C2C(=C4C(=C3O)C(=O)C5=C(C4=O)C(=CC=C5)OC)O)(C(=O)C)O)N)O.Cl.